This data is from Reaction yield outcomes from USPTO patents with 853,638 reactions. The task is: Predict the reaction yield, written as a fraction of the theoretical maximum amount of product (1.0 means a 100% yield; for example, 0.34 means a 34% yield). The reactants are [CH3:1][S:2][C:3](SC)=[CH:4][N+:5]([O-:7])=[O:6].[CH3:10][NH:11][CH3:12].C1COCC1. The catalyst is CC(C)=O. The yield is 0.480. The product is [CH3:1][S:2]/[C:3](/[N:11]([CH3:12])[CH3:10])=[CH:4]\[N+:5]([O-:7])=[O:6].